This data is from Aqueous solubility values for 9,982 compounds from the AqSolDB database. The task is: Regression/Classification. Given a drug SMILES string, predict its absorption, distribution, metabolism, or excretion properties. Task type varies by dataset: regression for continuous measurements (e.g., permeability, clearance, half-life) or binary classification for categorical outcomes (e.g., BBB penetration, CYP inhibition). For this dataset (solubility_aqsoldb), we predict Y. (1) The drug is Cc1nc2c(=O)[nH]c(=O)n(C)c2nc1C. The Y is -2.11 log mol/L. (2) The compound is COCCNC(=O)C(NC(=O)C(Cc1cc(OC)c(OC)c(OC)c1)CC(O)C(Cc1ccccc1)NC(=O)OC(C)(C)C)C(C)C. The Y is -4.00 log mol/L. (3) The compound is CCCCCCC(O)CCCCCCCCCCC(=O)[O-].CCCCCCC(O)CCCCCCCCCCC(=O)[O-].[Ca+2]. The Y is -5.46 log mol/L. (4) The molecule is CCCCCC(CCC)COC(=O)c1ccccc1C(=O)OCC(CCC)CCCCC. The Y is -9.65 log mol/L.